This data is from CYP2C9 inhibition data for predicting drug metabolism from PubChem BioAssay. The task is: Regression/Classification. Given a drug SMILES string, predict its absorption, distribution, metabolism, or excretion properties. Task type varies by dataset: regression for continuous measurements (e.g., permeability, clearance, half-life) or binary classification for categorical outcomes (e.g., BBB penetration, CYP inhibition). Dataset: cyp2c9_veith. (1) The compound is CN(C)S(=O)(=O)Oc1cccc(C(=O)Nc2ccccc2Cl)c1. The result is 1 (inhibitor). (2) The molecule is CN1CCN(C(=O)c2ccc3c(=O)n4c(nc3c2)CCCCC4)CC1. The result is 0 (non-inhibitor). (3) The drug is CC(C)(C)C(=O)NC(=S)NCCc1ccccc1. The result is 1 (inhibitor). (4) The result is 0 (non-inhibitor). The compound is COc1ccc(C2C(C(=O)N3CCOCC3)=C(C)NC3=C2C(=O)CC(C)(C)C3)c(OC)c1. (5) The compound is CN=C1N[C@H](c2ccccc2)N(c2ccccc2)S1. The result is 0 (non-inhibitor).